Dataset: Catalyst prediction with 721,799 reactions and 888 catalyst types from USPTO. Task: Predict which catalyst facilitates the given reaction. (1) Reactant: FC(F)(F)S(O[C:7]1[CH:12]=[C:11]([CH:13]=[O:14])[CH:10]=[C:9]([O:15][CH2:16][CH3:17])[C:8]=1[C:18]1[CH:23]=[CH:22][C:21]([F:24])=[CH:20][CH:19]=1)(=O)=O.B([O-])([O-])O[CH3:29].C(=O)([O-])[O-].[Na+].[Na+].COCCOC. Product: [CH2:16]([O:15][C:9]1[CH:10]=[C:11]([CH:13]=[O:14])[CH:12]=[C:7]([CH3:29])[C:8]=1[C:18]1[CH:23]=[CH:22][C:21]([F:24])=[CH:20][CH:19]=1)[CH3:17]. The catalyst class is: 84. (2) Reactant: [Cl:1][CH2:2][C:3](Cl)=[O:4].[I:6][C:7]1[CH:8]=[N:9][N:10]([CH:12]2[CH2:17][CH2:16][CH:15]([NH:18][CH2:19][CH2:20][OH:21])[CH2:14][CH2:13]2)[CH:11]=1.CCN(C(C)C)C(C)C.Cl. Product: [Cl:1][CH2:2][C:3]([N:18]([CH2:19][CH2:20][OH:21])[CH:15]1[CH2:14][CH2:13][CH:12]([N:10]2[CH:11]=[C:7]([I:6])[CH:8]=[N:9]2)[CH2:17][CH2:16]1)=[O:4]. The catalyst class is: 1. (3) Reactant: Br[C:2]([CH3:23])([CH3:22])[C:3]([NH:5][C:6]1[S:7][C:8]2[C:14]3[CH:15]=[N:16][NH:17][C:13]=3[CH:12]=[C:11]([C:18]([F:21])([F:20])[F:19])[C:9]=2[N:10]=1)=[O:4].[NH2:24][C:25]1[CH:26]=[CH:27][C:28]([Cl:41])=[C:29]([CH:40]=1)[C:30]([NH:32][CH2:33][CH2:34][C:35]([O:37][CH2:38][CH3:39])=[O:36])=[O:31].O. Product: [Cl:41][C:28]1[CH:27]=[CH:26][C:25]([NH:24][C:2]([CH3:23])([C:3](=[O:4])[NH:5][C:6]2[S:7][C:8]3[C:14]4[CH:15]=[N:16][NH:17][C:13]=4[CH:12]=[C:11]([C:18]([F:21])([F:20])[F:19])[C:9]=3[N:10]=2)[CH3:22])=[CH:40][C:29]=1[C:30]([NH:32][CH2:33][CH2:34][C:35]([O:37][CH2:38][CH3:39])=[O:36])=[O:31]. The catalyst class is: 196. (4) Reactant: [N+:1]([O-:4])(O)=[O:2].Cl.[Cl:6][C:7]1[CH:12]=[CH:11][CH:10]=[CH:9][N+:8]=1[O-:13].[OH-].[Na+]. Product: [Cl:6][C:7]1[CH:12]=[C:11]([N+:1]([O-:4])=[O:2])[CH:10]=[CH:9][N+:8]=1[O-:13]. The catalyst class is: 82.